From a dataset of Full USPTO retrosynthesis dataset with 1.9M reactions from patents (1976-2016). Predict the reactants needed to synthesize the given product. (1) The reactants are: [CH2:1]([O:3][C:4]1[N:12]=[C:11]([O:13][CH2:14][CH3:15])[CH:10]=[CH:9][C:5]=1[C:6]([OH:8])=[O:7])[CH3:2].C(=O)([O-])[O-].[Cs+].[Cs+].[CH2:22](I)[CH3:23]. Given the product [CH2:1]([O:3][C:4]1[N:12]=[C:11]([O:13][CH2:14][CH3:15])[CH:10]=[CH:9][C:5]=1[C:6]([O:8][CH2:22][CH3:23])=[O:7])[CH3:2], predict the reactants needed to synthesize it. (2) The reactants are: [Cl:1][CH2:2][CH2:3][CH2:4][O:5][C:6]1[CH:11]=[CH:10][C:9]([C:12]2[S:13][C:14]3[CH:19]=[CH:18][N:17]=[CH:16][C:15]=3[N:20]=2)=[CH:8][CH:7]=1.C(Cl)(=O)C.[BH4-].[Na+].C(O)C. Given the product [Cl:1][CH2:2][CH2:3][CH2:4][O:5][C:6]1[CH:11]=[CH:10][C:9]([C:12]2[S:13][C:14]3[CH2:19][CH2:18][NH:17][CH2:16][C:15]=3[N:20]=2)=[CH:8][CH:7]=1, predict the reactants needed to synthesize it. (3) Given the product [NH2:53][C:9]1[N:14]=[C:13]([CH3:15])[N:12]=[C:11]([C:16]2[CH:21]=[C:20]([CH:22]([N:24]3[CH2:25][CH2:26][N:27]([C:60]([N:59]([CH3:63])[CH3:58])=[O:61])[CH2:28][CH2:29]3)[CH3:23])[CH:19]=[N:18][C:17]=2[NH:30][C:31]2[CH:32]=[CH:33][C:34]3[S:38][CH:37]=[N:36][C:35]=3[CH:39]=2)[N:10]=1, predict the reactants needed to synthesize it. The reactants are: COC1C=CC(CN(CC2C=CC(OC)=CC=2)[C:9]2[N:14]=[C:13]([CH3:15])[N:12]=[C:11]([C:16]3[C:17]([NH:30][C:31]4[CH:32]=[CH:33][C:34]5[S:38][CH:37]=[N:36][C:35]=5[CH:39]=4)=[N:18][CH:19]=[C:20]([CH:22]([N:24]4[CH2:29][CH2:28][NH:27][CH2:26][CH2:25]4)[CH3:23])[CH:21]=3)[N:10]=2)=CC=1.C([N:53](CC)CC)C.[CH3:58][N:59]([CH3:63])[C:60](Cl)=[O:61]. (4) Given the product [OH:1][C:2]([CH3:35])([CH3:36])[CH2:3][C@@:4]1([C:29]2[CH:34]=[CH:33][CH:32]=[CH:31][CH:30]=2)[O:9][C:8](=[O:10])[N:7]([C@H:11]([C:14]2[CH:15]=[CH:16][C:17]([C:38]3[S:39][C:40]([C:43]([N:45]([CH3:47])[CH3:46])=[O:44])=[CH:41][N:42]=3)=[CH:18][CH:19]=2)[CH3:12])[CH2:6][CH2:5]1, predict the reactants needed to synthesize it. The reactants are: [OH:1][C:2]([CH3:36])([CH3:35])[CH2:3][C@@:4]1([C:29]2[CH:34]=[CH:33][CH:32]=[CH:31][CH:30]=2)[O:9][C:8](=[O:10])[N:7]([C@H:11]([C:14]2[CH:19]=[CH:18][C:17](B3OC(C)(C)C(C)(C)O3)=[CH:16][CH:15]=2)[CH2:12]C)[CH2:6][CH2:5]1.Br[C:38]1[S:39][C:40]([C:43]([N:45]([CH3:47])[CH3:46])=[O:44])=[CH:41][N:42]=1. (5) Given the product [CH3:16][S:17]([NH:1][C:2]1[CH:3]=[C:4]2[C:8](=[CH:9][CH:10]=1)[NH:7][CH:6]=[C:5]2[CH2:11][C:12]([O:14][CH3:15])=[O:13])(=[O:19])=[O:18], predict the reactants needed to synthesize it. The reactants are: [NH2:1][C:2]1[CH:3]=[C:4]2[C:8](=[CH:9][CH:10]=1)[NH:7][CH:6]=[C:5]2[CH2:11][C:12]([O:14][CH3:15])=[O:13].[CH3:16][S:17](Cl)(=[O:19])=[O:18]. (6) Given the product [NH2:1][C:2]1[C:11]([O:12][CH3:13])=[CH:10][C:9]([Cl:14])=[CH:8][C:3]=1[C:4]([O:6][CH3:7])=[O:5], predict the reactants needed to synthesize it. The reactants are: [NH2:1][C:2]1[C:11]([O:12][CH3:13])=[CH:10][CH:9]=[CH:8][C:3]=1[C:4]([O:6][CH3:7])=[O:5].[Cl:14]N1C(=O)CCC1=O. (7) Given the product [NH2:31][C:19]1[N:18]=[C:17]([NH:16][CH2:15][CH2:14][NH:13][S:9]([C:6]2[CH:7]=[CH:8][C:3]([O:2][CH3:1])=[CH:4][CH:5]=2)(=[O:11])=[O:10])[CH:22]=[C:21]([C:23]2[CH:28]=[CH:27][CH:26]=[C:25]([CH3:29])[C:24]=2[CH3:30])[N:20]=1, predict the reactants needed to synthesize it. The reactants are: [CH3:1][O:2][C:3]1[CH:8]=[CH:7][C:6]([S:9](Cl)(=[O:11])=[O:10])=[CH:5][CH:4]=1.[NH2:13][CH2:14][CH2:15][NH:16][C:17]1[CH:22]=[C:21]([C:23]2[CH:28]=[CH:27][CH:26]=[C:25]([CH3:29])[C:24]=2[CH3:30])[N:20]=[C:19]([NH2:31])[N:18]=1.